This data is from Full USPTO retrosynthesis dataset with 1.9M reactions from patents (1976-2016). The task is: Predict the reactants needed to synthesize the given product. (1) The reactants are: [CH:1]12[O:8][CH:5]([CH2:6][CH2:7]1)[CH2:4][N:3]([C:9]1[N:14]=[C:13]([Cl:15])[N:12]=[C:11]3[N:16]([CH:19]4[CH2:24][CH2:23][N:22]([C:25](OC(C)(C)C)=O)[CH2:21][CH2:20]4)[N:17]=[CH:18][C:10]=13)[CH2:2]2.[F:32][C:33]([F:38])([F:37])C(O)=O.FC(F)(F)C([O-])=O.ClC(Cl)(Cl)S(OCC(F)(F)F)(=O)=O.C(=O)([O-])[O-].[K+].[K+]. Given the product [Cl:15][C:13]1[N:12]=[C:11]2[N:16]([CH:19]3[CH2:24][CH2:23][N:22]([CH2:25][C:33]([F:38])([F:37])[F:32])[CH2:21][CH2:20]3)[N:17]=[CH:18][C:10]2=[C:9]([N:3]2[CH2:4][CH:5]3[O:8][CH:1]([CH2:7][CH2:6]3)[CH2:2]2)[N:14]=1, predict the reactants needed to synthesize it. (2) Given the product [F:21][C:22]1([F:41])[CH2:23][CH2:24][CH:25]([NH:28][C:29]([N:10]2[CH2:11][CH2:12][C:13]3[C:18](=[CH:17][CH:16]=[CH:15][CH:14]=3)[C@H:9]2[C:6]2[CH:5]=[CH:4][C:3]([C:2]([F:1])([F:19])[F:20])=[CH:8][CH:7]=2)=[O:30])[CH2:26][CH2:27]1, predict the reactants needed to synthesize it. The reactants are: [F:1][C:2]([F:20])([F:19])[C:3]1[CH:8]=[CH:7][C:6]([C@@H:9]2[C:18]3[C:13](=[CH:14][CH:15]=[CH:16][CH:17]=3)[CH2:12][CH2:11][NH:10]2)=[CH:5][CH:4]=1.[F:21][C:22]1([F:41])[CH2:27][CH2:26][CH:25]([NH:28][C:29](=O)[O:30]C2C=CC([N+]([O-])=O)=CC=2)[CH2:24][CH2:23]1.CO. (3) Given the product [CH3:1][C:2]1[CH:7]=[CH:6][C:5]([NH:8][S:9]([C:12]2[CH:17]=[CH:16][CH:15]=[C:14]([CH3:18])[CH:13]=2)(=[O:11])=[O:10])=[CH:4][C:3]=1[NH:19][C:20]([CH2:22][C:23]1[CH:24]=[CH:25][C:26]([C:27]([NH2:36])=[NH:28])=[CH:29][CH:30]=1)=[O:21], predict the reactants needed to synthesize it. The reactants are: [CH3:1][C:2]1[CH:7]=[CH:6][C:5]([NH:8][S:9]([C:12]2[CH:17]=[CH:16][CH:15]=[C:14]([CH3:18])[CH:13]=2)(=[O:11])=[O:10])=[CH:4][C:3]=1[NH:19][C:20]([CH2:22][C:23]1[CH:30]=[CH:29][C:26]([C:27]#[N:28])=[CH:25][CH:24]=1)=[O:21].Cl.C(=O)([O-])[O-].[NH4+:36].[NH4+]. (4) Given the product [N:13]1[C:12]([C:9]2[CH:10]=[CH:11][C:6]([NH2:3])=[CH:7][CH:8]=2)=[CH:20][N:15]2[CH:16]=[CH:17][CH:18]=[CH:19][C:14]=12, predict the reactants needed to synthesize it. The reactants are: CO.[N+:3]([C:6]1[CH:11]=[CH:10][C:9]([C:12]2[N:13]=[C:14]3[CH:19]=[CH:18][CH:17]=[CH:16][N:15]3[CH:20]=2)=[CH:8][CH:7]=1)([O-])=O. (5) Given the product [C:28]([O:30][C:9]12[N:18]=[C:23]([CH2:22][CH2:21][CH:20]([CH2:24][O:27][C:28](=[O:30])[CH3:29])[CH3:19])[N:6]=[C:5]1[CH:4]=[N:3][C:2]([NH2:1])=[N:10]2)(=[O:27])[CH3:29], predict the reactants needed to synthesize it. The reactants are: [NH2:1][C:2]1[N:10]=[C:9]2[C:5]([N:6]=CN2CCC(CO)CO)=[CH:4][N:3]=1.[N:18]1[CH:23]=[CH:22][CH:21]=[CH:20][CH:19]=1.[C:24]([O:27][C:28](=[O:30])[CH3:29])(=O)C. (6) The reactants are: [N+:1]([C:4]1[CH:15]=[CH:14][C:7]2[NH:8][C:9](=[O:13])[CH2:10][CH2:11][CH2:12][C:6]=2[CH:5]=1)([O-:3])=[O:2].[H-].[Na+].[CH3:18]I. Given the product [CH3:18][N:8]1[C:9](=[O:13])[CH2:10][CH2:11][CH2:12][C:6]2[CH:5]=[C:4]([N+:1]([O-:3])=[O:2])[CH:15]=[CH:14][C:7]1=2, predict the reactants needed to synthesize it. (7) Given the product [C:1]([O:5][C:6]([N:8]1[CH2:12][CH2:11][C@H:10]([C@H:13]2[CH2:14][O:16]2)[CH2:9]1)=[O:7])([CH3:2])([CH3:3])[CH3:4], predict the reactants needed to synthesize it. The reactants are: [C:1]([O:5][C:6]([N:8]1[CH2:12][CH2:11][C@H:10]([C@H:13]([OH:16])[CH2:14]O)[CH2:9]1)=[O:7])([CH3:4])([CH3:3])[CH3:2].CC1OCCC1.CC(C)([O-])C.[Na+].C1COCC1.N1C=CN=C1.O. (8) Given the product [NH:39]1[CH2:38][CH2:37][CH:36]([C:33]2[CH:34]=[CH:35][C:30]([NH:29][C:21]3[N:20]=[C:19]([CH2:18][CH2:17][C:13]4[CH:12]=[C:11]([CH:16]=[CH:15][N:14]=4)[C:8]([NH2:9])=[O:10])[C:24]([C:25]([F:28])([F:26])[F:27])=[CH:23][N:22]=3)=[CH:31][CH:32]=2)[CH2:41][CH2:40]1, predict the reactants needed to synthesize it. The reactants are: FC(F)(F)C(O)=O.[C:8]([C:11]1[CH:16]=[CH:15][N:14]=[C:13]([CH2:17][CH2:18][C:19]2[C:24]([C:25]([F:28])([F:27])[F:26])=[CH:23][N:22]=[C:21]([NH:29][C:30]3[CH:35]=[CH:34][C:33]([CH:36]4[CH2:41][CH2:40][N:39](C(OC(C)(C)C)=O)[CH2:38][CH2:37]4)=[CH:32][CH:31]=3)[N:20]=2)[CH:12]=1)(=[O:10])[NH2:9]. (9) Given the product [C:3]1(=[O:12])[N:2]([O:1][CH2:25][C:24]([O:23][C:19]([CH3:22])([CH3:21])[CH3:20])=[O:27])[C:6](=[O:7])[C:5]2=[CH:8][CH:9]=[CH:10][CH:11]=[C:4]12, predict the reactants needed to synthesize it. The reactants are: [OH:1][N:2]1[C:6](=[O:7])[C:5]2=[CH:8][CH:9]=[CH:10][CH:11]=[C:4]2[C:3]1=[O:12].C(=O)([O-])[O-].[K+].[K+].[C:19]([O:23][C:24](=[O:27])[CH2:25]Br)([CH3:22])([CH3:21])[CH3:20]. (10) Given the product [F:14][C:5]1[C:6]([NH:8][N:9]2[CH:13]=[CH:12][CH:11]=[CH:10]2)=[N:7][C:2]([NH:23][C:22]2[CH:21]=[CH:20][C:19]([O:18][CH:15]([CH3:17])[CH3:16])=[CH:25][CH:24]=2)=[N:3][CH:4]=1, predict the reactants needed to synthesize it. The reactants are: Cl[C:2]1[N:7]=[C:6]([NH:8][N:9]2[CH:13]=[CH:12][CH:11]=[CH:10]2)[C:5]([F:14])=[CH:4][N:3]=1.[CH:15]([O:18][C:19]1[CH:25]=[CH:24][C:22]([NH2:23])=[CH:21][CH:20]=1)([CH3:17])[CH3:16].